Dataset: Catalyst prediction with 721,799 reactions and 888 catalyst types from USPTO. Task: Predict which catalyst facilitates the given reaction. (1) Reactant: [CH3:1][O:2][C:3](=[O:76])/[CH:4]=[CH:5]\[CH:6]=[CH:7]\[C@@H:8]([CH3:75])[C@@H:9]([O:67][Si:68]([C:71]([CH3:74])([CH3:73])[CH3:72])([CH3:70])[CH3:69])[CH2:10][C@H:11]([O:59][Si:60]([C:63]([CH3:66])([CH3:65])[CH3:64])([CH3:62])[CH3:61])/[CH:12]=[CH:13]\[C@H:14]([CH3:58])[C@H:15]([O:50][Si:51]([C:54]([CH3:57])([CH3:56])[CH3:55])([CH3:53])[CH3:52])[C@@H:16]([CH3:49])[CH2:17][CH2:18][CH2:19][CH2:20][C@@H:21]([O:41][Si:42]([C:45]([CH3:48])([CH3:47])[CH3:46])([CH3:44])[CH3:43])[C@H:22]([CH3:40])[C@@H:23]([O:30]CC1C=CC(OC)=CC=1)[C@@H:24]([CH3:29])/[CH:25]=[CH:26]\[CH:27]=[CH2:28].C(C1C(=O)C(Cl)=C(Cl)C(=O)C=1C#N)#N. Product: [CH3:1][O:2][C:3](=[O:76])/[CH:4]=[CH:5]\[CH:6]=[CH:7]\[C@@H:8]([CH3:75])[C@@H:9]([O:67][Si:68]([C:71]([CH3:74])([CH3:73])[CH3:72])([CH3:69])[CH3:70])[CH2:10][C@H:11]([O:59][Si:60]([C:63]([CH3:66])([CH3:65])[CH3:64])([CH3:61])[CH3:62])/[CH:12]=[CH:13]\[C@H:14]([CH3:58])[C@H:15]([O:50][Si:51]([C:54]([CH3:55])([CH3:56])[CH3:57])([CH3:53])[CH3:52])[C@@H:16]([CH3:49])[CH2:17][CH2:18][CH2:19][CH2:20][C@@H:21]([O:41][Si:42]([C:45]([CH3:46])([CH3:47])[CH3:48])([CH3:43])[CH3:44])[C@H:22]([CH3:40])[C@@H:23]([OH:30])[C@@H:24]([CH3:29])/[CH:25]=[CH:26]\[CH:27]=[CH2:28]. The catalyst class is: 521. (2) The catalyst class is: 160. Reactant: F[C:2]1[CH:3]=[C:4](B(O)O)[CH:5]=[CH:6][C:7]=1[F:8].[F-:12].[Cs+].Cl[C:15]1[CH:23]=[C:22]2[C:18]([C:19]([NH:32][C:33](=[O:37])[CH2:34][CH2:35][CH3:36])=[N:20][N:21]2[CH2:24][O:25][CH2:26][CH2:27][Si:28]([CH3:31])([CH3:30])[CH3:29])=[CH:17][CH:16]=1. Product: [F:12][C:3]1[CH:4]=[C:5]([C:15]2[CH:23]=[C:22]3[C:18]([C:19]([NH:32][C:33](=[O:37])[CH2:34][CH2:35][CH3:36])=[N:20][N:21]3[CH2:24][O:25][CH2:26][CH2:27][Si:28]([CH3:31])([CH3:30])[CH3:29])=[CH:17][CH:16]=2)[CH:6]=[C:7]([F:8])[CH:2]=1.